Dataset: Forward reaction prediction with 1.9M reactions from USPTO patents (1976-2016). Task: Predict the product of the given reaction. Given the reactants [F:1][C:2]([F:22])([F:21])[C:3]1[CH:4]=[C:5]([C:13]2[S:14][C:15]([CH2:19]O)=[C:16]([CH3:18])[N:17]=2)[CH:6]=[C:7]([C:9]([F:12])([F:11])[F:10])[CH:8]=1.C(N(CC)CC)C.CS([Cl:34])(=O)=O, predict the reaction product. The product is: [F:1][C:2]([F:22])([F:21])[C:3]1[CH:4]=[C:5]([C:13]2[S:14][C:15]([CH2:19][Cl:34])=[C:16]([CH3:18])[N:17]=2)[CH:6]=[C:7]([C:9]([F:12])([F:11])[F:10])[CH:8]=1.